Task: Regression. Given a peptide amino acid sequence and an MHC pseudo amino acid sequence, predict their binding affinity value. This is MHC class II binding data.. Dataset: Peptide-MHC class II binding affinity with 134,281 pairs from IEDB (1) The peptide sequence is FATCFLIPLTSQFFLP. The MHC is DRB1_0701 with pseudo-sequence DRB1_0701. The binding affinity (normalized) is 0.574. (2) The peptide sequence is FRAAMATTANVPPAD. The MHC is DRB1_1201 with pseudo-sequence DRB1_1201. The binding affinity (normalized) is 0.0424. (3) The peptide sequence is KTKEGVLYVGSKTKE. The MHC is DRB3_0101 with pseudo-sequence DRB3_0101. The binding affinity (normalized) is 0.179. (4) The peptide sequence is GLVTEFPSTAAAYFR. The MHC is DRB1_0401 with pseudo-sequence DRB1_0401. The binding affinity (normalized) is 0.869.